This data is from Reaction yield outcomes from USPTO patents with 853,638 reactions. The task is: Predict the reaction yield, written as a fraction of the theoretical maximum amount of product (1.0 means a 100% yield; for example, 0.34 means a 34% yield). (1) The reactants are [CH:1]([NH2:4])([CH3:3])[CH3:2].C[Al](C)C.C([O:11][C:12]([C:14]1[CH:19]=[CH:18][C:17]([O:20][CH2:21][C:22]2[C:23]([C:29]3[CH:34]=[CH:33][C:32]([F:35])=[CH:31][CH:30]=3)=[N:24][O:25][C:26]=2[CH2:27][OH:28])=[CH:16][N:15]=1)=O)C. The catalyst is O1CCOCC1. The product is [CH:1]([NH:4][C:12]([C:14]1[CH:19]=[CH:18][C:17]([O:20][CH2:21][C:22]2[C:23]([C:29]3[CH:30]=[CH:31][C:32]([F:35])=[CH:33][CH:34]=3)=[N:24][O:25][C:26]=2[CH2:27][OH:28])=[CH:16][N:15]=1)=[O:11])([CH3:3])[CH3:2]. The yield is 0.210. (2) The reactants are [CH3:1][C:2]1[CH:7]=[CH:6][C:5]([C:8]([N:10]=[C:11]=[S:12])=[O:9])=[CH:4][CH:3]=1.[CH3:13][O:14][C:15]1[CH:16]=[C:17]2[C:22](=[CH:23][C:24]=1[O:25][CH3:26])[N:21]=[CH:20][CH:19]=[C:18]2[O:27][C:28]1[CH:34]=[CH:33][C:31]([NH2:32])=[C:30]([CH3:35])[CH:29]=1.C1(C)C=CC=CC=1. The catalyst is C(O)C. The product is [CH3:13][O:14][C:15]1[CH:16]=[C:17]2[C:22](=[CH:23][C:24]=1[O:25][CH3:26])[N:21]=[CH:20][CH:19]=[C:18]2[O:27][C:28]1[CH:34]=[CH:33][C:31]([NH:32][C:11]([NH:10][C:8](=[O:9])[C:5]2[CH:4]=[CH:3][C:2]([CH3:1])=[CH:7][CH:6]=2)=[S:12])=[C:30]([CH3:35])[CH:29]=1. The yield is 0.560. (3) The reactants are Cl[C:2]1[C:3]([C:12]([F:15])([F:14])[F:13])=[CH:4][C:5]([N+:9]([O-:11])=[O:10])=[C:6]([NH2:8])[CH:7]=1.[F:16][C:17]([F:21])([F:20])[CH2:18][OH:19].[OH-].[K+].Cl. The catalyst is CS(C)=O.O. The product is [N+:9]([C:5]1[CH:4]=[C:3]([C:12]([F:15])([F:14])[F:13])[C:2]([O:19][CH2:18][C:17]([F:21])([F:20])[F:16])=[CH:7][C:6]=1[NH2:8])([O-:11])=[O:10]. The yield is 0.980. (4) The reactants are [C:1]1(=[O:11])[O:6][C:4](=O)[C:3]2=[CH:7][CH:8]=[CH:9][CH:10]=[C:2]12.[NH2:12][CH:13]([CH3:19])[C:14]([O:16][CH2:17][CH3:18])=[O:15]. The catalyst is C1CCCCC1. The product is [O:11]=[C:1]1[C:2]2[C:3](=[CH:7][CH:8]=[CH:9][CH:10]=2)[C:4](=[O:6])[N:12]1[CH:13]([CH3:19])[C:14]([O:16][CH2:17][CH3:18])=[O:15]. The yield is 0.890. (5) The reactants are Cl.C([O:4][CH2:5][CH2:6][O:7][NH:8][C:9]([C:11]1[C:20]([NH:21][C:22]2[CH:27]=[CH:26][C:25]([Br:28])=[CH:24][C:23]=2[Cl:29])=[C:19]([F:30])[C:14]2[N:15]=[CH:16][N:17]([CH3:18])[C:13]=2[CH:12]=1)=[O:10])=C. The catalyst is C(O)C. The product is [OH:4][CH2:5][CH2:6][O:7][NH:8][C:9]([C:11]1[C:20]([NH:21][C:22]2[CH:27]=[CH:26][C:25]([Br:28])=[CH:24][C:23]=2[Cl:29])=[C:19]([F:30])[C:14]2[N:15]=[CH:16][N:17]([CH3:18])[C:13]=2[CH:12]=1)=[O:10]. The yield is 1.00. (6) The reactants are [F:1][C:2]1[CH:7]=[CH:6][CH:5]=[C:4]([F:8])[C:3]=1[N:9]1[C:14]2[N:15]=[C:16]([NH:30][CH2:31][CH2:32][N:33]([CH3:35])[CH3:34])[N:17]=[C:18]([C:19]3[CH:20]=[C:21]([CH:25]=[C:26]([F:29])[C:27]=3[CH3:28])[C:22]([OH:24])=O)[C:13]=2[CH2:12][NH:11][C:10]1=[O:36].CN.[CH2:39]([N:41](CC)CC)C.CN(C(ON1N=NC2C=CC=CC1=2)=[N+](C)C)C.F[P-](F)(F)(F)(F)F. The catalyst is C(Cl)Cl. The product is [F:1][C:2]1[CH:7]=[CH:6][CH:5]=[C:4]([F:8])[C:3]=1[N:9]1[C:14]2[N:15]=[C:16]([NH:30][CH2:31][CH2:32][N:33]([CH3:35])[CH3:34])[N:17]=[C:18]([C:19]3[CH:20]=[C:21]([CH:25]=[C:26]([F:29])[C:27]=3[CH3:28])[C:22]([NH:41][CH3:39])=[O:24])[C:13]=2[CH2:12][NH:11][C:10]1=[O:36]. The yield is 0.540. (7) The reactants are C(O)(C(F)(F)F)=O.[CH3:8][O:9][C:10]([CH2:12][NH:13][C:14]1[N:19]=[CH:18][C:17](/[CH:20]=[CH:21]/[C:22]([O:24]C(C)(C)C)=[O:23])=[CH:16][CH:15]=1)=[O:11].C(Cl)[Cl:30]. No catalyst specified. The product is [ClH:30].[CH3:8][O:9][C:10]([CH2:12][NH:13][C:14]1[N:19]=[CH:18][C:17](/[CH:20]=[CH:21]/[C:22]([OH:24])=[O:23])=[CH:16][CH:15]=1)=[O:11]. The yield is 1.00. (8) The reactants are C[O:2][CH:3](Cl)Cl.[CH2:6]([C:8]1[CH:9]=[C:10]([OH:14])[CH:11]=[CH:12][CH:13]=1)[CH3:7]. The catalyst is [Ti](Cl)(Cl)(Cl)Cl. The product is [CH2:6]([C:8]1[CH:13]=[CH:12][C:11]([CH:10]=[O:14])=[C:3]([OH:2])[CH:9]=1)[CH3:7]. The yield is 0.650. (9) The reactants are [Cl:1][C:2]1[C:3]([CH2:13][O:14][C:15]2[CH:16]=[N:17][C:18]([O:22][CH2:23][C:24]([F:29])([F:28])[CH:25]([F:27])[F:26])=[C:19]([Cl:21])[CH:20]=2)=[CH:4][C:5]([F:12])=[C:6]([CH:11]=1)[C:7]([O:9]C)=[O:8].[OH-].[Li+]. The catalyst is O1CCCC1.O.C(OCC)(=O)C. The product is [Cl:1][C:2]1[C:3]([CH2:13][O:14][C:15]2[CH:16]=[N:17][C:18]([O:22][CH2:23][C:24]([F:28])([F:29])[CH:25]([F:26])[F:27])=[C:19]([Cl:21])[CH:20]=2)=[CH:4][C:5]([F:12])=[C:6]([CH:11]=1)[C:7]([OH:9])=[O:8]. The yield is 0.970.